This data is from Full USPTO retrosynthesis dataset with 1.9M reactions from patents (1976-2016). The task is: Predict the reactants needed to synthesize the given product. (1) The reactants are: C(OC([N:8]1[CH2:14][CH2:13][C:12]2[C:15]([CH2:20][S:21][C:22]3[NH:23][C:24]([CH3:27])=[N:25][CH:26]=3)=[C:16]([Cl:19])[CH:17]=[CH:18][C:11]=2[CH2:10][CH2:9]1)=O)(C)(C)C. Given the product [Cl:19][C:16]1[CH:17]=[CH:18][C:11]2[CH2:10][CH2:9][NH:8][CH2:14][CH2:13][C:12]=2[C:15]=1[CH2:20][S:21][C:22]1[NH:23][C:24]([CH3:27])=[N:25][CH:26]=1, predict the reactants needed to synthesize it. (2) Given the product [C:21]([NH:1][C:2]1[CH:7]=[CH:6][C:5]([O:8][C:26](=[O:27])[CH3:25])=[CH:4][C:3]=1[O:9][CH2:10][C:11]([CH3:13])=[CH2:12])(=[O:23])[CH3:22], predict the reactants needed to synthesize it. The reactants are: [NH2:1][C:2]1[CH:7]=[CH:6][C:5]([OH:8])=[CH:4][C:3]=1[O:9][CH2:10][C:11]([CH3:13])=[CH2:12].C(N(CC)CC)C.[C:21](Cl)(=[O:23])[CH3:22].[CH3:25][CH:26]1CCC[O:27]1. (3) Given the product [CH3:1][O:2][C:3]1[CH:8]=[CH:7][C:6]([NH:9][C:10](=[O:27])[CH2:11][C:12]2[C:20]3[CH:19]=[CH:18][CH:17]=[CH:16][C:15]=3[N:14]3[CH2:21][CH2:22][NH:23][CH2:24][CH2:25][C:13]=23)=[CH:5][CH:4]=1, predict the reactants needed to synthesize it. The reactants are: [CH3:1][O:2][C:3]1[CH:8]=[CH:7][C:6]([NH:9][C:10](=[O:27])[C:11](=O)[C:12]2[C:20]3[CH:19]=[CH:18][CH:17]=[CH:16][C:15]=3[N:14]3[CH2:21][CH2:22][NH:23][CH2:24][CH2:25][C:13]=23)=[CH:5][CH:4]=1.C(O)(C(F)(F)F)=O.C([SiH](CC)CC)C. (4) Given the product [CH3:23][O:22][C:7]1[CH:6]=[C:5]([CH2:3][C:2]([F:25])([F:24])[F:1])[C:13]2[O:12][C:11]([C:14]3[CH:15]=[CH:16][C:17]([O:20][CH3:21])=[CH:18][CH:19]=3)=[CH:10][C:9]=2[CH:8]=1, predict the reactants needed to synthesize it. The reactants are: [F:1][C:2]([F:25])([F:24])[CH:3]([C:5]1[C:13]2[O:12][C:11]([C:14]3[CH:19]=[CH:18][C:17]([O:20][CH3:21])=[CH:16][CH:15]=3)=[CH:10][C:9]=2[CH:8]=[C:7]([O:22][CH3:23])[CH:6]=1)O.[H-].[Na+].CC1C=CC(S(Cl)(=O)=O)=CC=1.[H-].[H-].[H-].[H-].[Li+].[Al+3]. (5) Given the product [CH2:7]([CH:6]([N:5]1[C:2]2[C:11]3[N:10]=[CH:9][CH:8]=[C:7]([C:12]4[C:17]([CH3:18])=[CH:16][C:15]([CH3:19])=[CH:14][C:13]=4[CH3:20])[C:6]=3[N:5]=[C:4]([CH3:21])[C:3]=2[CH2:22][CH2:23]1)[CH2:11][CH3:2])[CH3:8], predict the reactants needed to synthesize it. The reactants are: Cl[C:2]1[C:11]2[C:6](=[C:7]([C:12]3[C:17]([CH3:18])=[CH:16][C:15]([CH3:19])=[CH:14][C:13]=3[CH3:20])[CH:8]=[CH:9][N:10]=2)[N:5]=[C:4]([CH3:21])[C:3]=1[CH2:22][CH2:23]Cl.